Dataset: Peptide-MHC class I binding affinity with 185,985 pairs from IEDB/IMGT. Task: Regression. Given a peptide amino acid sequence and an MHC pseudo amino acid sequence, predict their binding affinity value. This is MHC class I binding data. The peptide sequence is SYLNVSDFR. The binding affinity (normalized) is 0.348. The MHC is HLA-A68:01 with pseudo-sequence HLA-A68:01.